This data is from Reaction yield outcomes from USPTO patents with 853,638 reactions. The task is: Predict the reaction yield, written as a fraction of the theoretical maximum amount of product (1.0 means a 100% yield; for example, 0.34 means a 34% yield). (1) The reactants are [CH:1]([S:4][C:5]1[CH:10]=[CH:9][CH:8]=[C:7]([C:11]2[CH:16]=[CH:15][C:14]([Cl:17])=[CH:13][C:12]=2[Cl:18])[CH:6]=1)([CH3:3])[CH3:2].ClC1C=CC=C(C(OO)=[O:27])C=1.C(=O)(O)[O-].[Na+]. The catalyst is C(Cl)(Cl)Cl. The product is [CH:1]([S:4]([C:5]1[CH:10]=[CH:9][CH:8]=[C:7]([C:11]2[CH:16]=[CH:15][C:14]([Cl:17])=[CH:13][C:12]=2[Cl:18])[CH:6]=1)=[O:27])([CH3:3])[CH3:2]. The yield is 0.850. (2) The reactants are [Cl:1][C:2]1[CH:3]=[C:4]2[C:9](=[CH:10][CH:11]=1)[CH:8]=[N:7][CH:6]=[CH:5]2.ClC1C=C(C=CC=1)C(OO)=[O:17]. The catalyst is ClCCl. The product is [Cl:1][C:2]1[CH:3]=[C:4]2[C:9](=[CH:10][CH:11]=1)[CH:8]=[N+:7]([O-:17])[CH:6]=[CH:5]2. The yield is 0.960. (3) The reactants are [NH:1]1[C:9]2[C:4](=[CH:5][CH:6]=[CH:7][CH:8]=2)[C:3]([C:10]2[N:11]=[N:12][N:13]([C:15]3[CH:20]=[CH:19][C:18]([C:21]4[CH2:22][CH2:23][N:24]([C:27]([O:29][C:30]([CH3:33])([CH3:32])[CH3:31])=[O:28])[CH2:25][CH:26]=4)=[CH:17][CH:16]=3)[CH:14]=2)=[N:2]1.C([O-])=O.[NH4+]. The catalyst is C1COCC1.[Pd]. The product is [NH:1]1[C:9]2[C:4](=[CH:5][CH:6]=[CH:7][CH:8]=2)[C:3]([C:10]2[N:11]=[N:12][N:13]([C:15]3[CH:16]=[CH:17][C:18]([CH:21]4[CH2:26][CH2:25][N:24]([C:27]([O:29][C:30]([CH3:33])([CH3:32])[CH3:31])=[O:28])[CH2:23][CH2:22]4)=[CH:19][CH:20]=3)[CH:14]=2)=[N:2]1. The yield is 0.945.